This data is from Peptide-MHC class I binding affinity with 185,985 pairs from IEDB/IMGT. The task is: Regression. Given a peptide amino acid sequence and an MHC pseudo amino acid sequence, predict their binding affinity value. This is MHC class I binding data. (1) The MHC is Mamu-A11 with pseudo-sequence Mamu-A11. The peptide sequence is AEHLKTAV. The binding affinity (normalized) is 0.557. (2) The peptide sequence is PTNDIPSLFI. The MHC is HLA-A02:06 with pseudo-sequence HLA-A02:06. The binding affinity (normalized) is 0.113. (3) The peptide sequence is NLCKYLRGHT. The MHC is HLA-A02:02 with pseudo-sequence HLA-A02:02. The binding affinity (normalized) is 0.0215.